Dataset: Catalyst prediction with 721,799 reactions and 888 catalyst types from USPTO. Task: Predict which catalyst facilitates the given reaction. (1) Reactant: O[C:2]1([C:18]2[CH:23]=[CH:22][CH:21]=[C:20]([O:24][C:25]([F:28])([F:27])[F:26])[CH:19]=2)[CH2:5][C:4]2([CH2:10][CH2:9][N:8]([C:11]([O:13][C:14]([CH3:17])([CH3:16])[CH3:15])=[O:12])[CH2:7][CH2:6]2)[CH2:3]1.C(N(S(F)(F)[F:35])CC)C. Product: [F:35][C:2]1([C:18]2[CH:23]=[CH:22][CH:21]=[C:20]([O:24][C:25]([F:28])([F:27])[F:26])[CH:19]=2)[CH2:5][C:4]2([CH2:10][CH2:9][N:8]([C:11]([O:13][C:14]([CH3:17])([CH3:16])[CH3:15])=[O:12])[CH2:7][CH2:6]2)[CH2:3]1. The catalyst class is: 2. (2) Reactant: O.[OH-].[Li+].C([O:6][C:7](=[O:27])[C:8]([C:20]1[CH:25]=[CH:24][C:23]([Cl:26])=[CH:22][CH:21]=1)([F:19])[CH2:9][CH2:10][NH:11][C:12]([O:14][C:15]([CH3:18])([CH3:17])[CH3:16])=[O:13])C. Product: [C:15]([O:14][C:12]([NH:11][CH2:10][CH2:9][C:8]([C:20]1[CH:21]=[CH:22][C:23]([Cl:26])=[CH:24][CH:25]=1)([F:19])[C:7]([OH:27])=[O:6])=[O:13])([CH3:18])([CH3:16])[CH3:17]. The catalyst class is: 776. (3) Reactant: [CH3:1][C:2]1[CH:3]=[C:4]([CH:6]=[C:7]([CH3:9])[CH:8]=1)[NH2:5].C(N(CC)CC)C.[Cl:17][C:18]1[CH:23]=[CH:22][CH:21]=[CH:20][C:19]=1[S:24](Cl)(=[O:26])=[O:25]. Product: [Cl:17][C:18]1[CH:23]=[CH:22][CH:21]=[CH:20][C:19]=1[S:24]([NH:5][C:4]1[CH:6]=[C:7]([CH3:9])[CH:8]=[C:2]([CH3:1])[CH:3]=1)(=[O:26])=[O:25]. The catalyst class is: 143. (4) Reactant: C(OC([N:8]1[C@H:17]([C:18](=[O:21])[NH:19][CH3:20])[CH2:16][C:15]2[C:10](=[CH:11][C:12]([N+:22]([O-:24])=[O:23])=[CH:13][CH:14]=2)[CH2:9]1)=O)(C)(C)C.[ClH:25]. Product: [ClH:25].[CH3:20][NH:19][C:18]([C@@H:17]1[CH2:16][C:15]2[C:10](=[CH:11][C:12]([N+:22]([O-:24])=[O:23])=[CH:13][CH:14]=2)[CH2:9][NH:8]1)=[O:21]. The catalyst class is: 12. (5) Reactant: [OH-:1].[Na+].Cl.[NH2:4]O.[CH:6]([C:8]1[N:13]=[C:12]([NH:14][C:15](=[O:20])[C:16]([CH3:19])([CH3:18])[CH3:17])[CH:11]=[CH:10][CH:9]=1)=O. Product: [OH:1][N:4]=[CH:6][C:8]1[N:13]=[C:12]([NH:14][C:15](=[O:20])[C:16]([CH3:19])([CH3:18])[CH3:17])[CH:11]=[CH:10][CH:9]=1. The catalyst class is: 97. (6) Reactant: CC(O)=O.[CH3:5][C:6]1[CH:11]=[CH:10][C:9]([S:12]([N:15]2[C@H:21]([CH:22]=O)[CH2:20][C@@H:19]3[C@@H:17]([CH2:18]3)[CH2:16]2)(=[O:14])=[O:13])=[CH:8][CH:7]=1.[F:24][C:25]([F:34])([F:33])[C:26]1[CH:27]=[CH:28][C:29]([NH2:32])=[N:30][CH:31]=1.C(O[BH-](OC(=O)C)OC(=O)C)(=O)C.[Na+]. Product: [CH3:5][C:6]1[CH:11]=[CH:10][C:9]([S:12]([N:15]2[C@H:21](/[CH:22]=[N:32]/[C:29]3[CH:28]=[CH:27][C:26]([C:25]([F:33])([F:24])[F:34])=[CH:31][N:30]=3)[CH2:20][C@@H:19]3[C@@H:17]([CH2:18]3)[CH2:16]2)(=[O:14])=[O:13])=[CH:8][CH:7]=1. The catalyst class is: 279. (7) Reactant: [O:1]=[C:2]1[C:23]2[C:18](=[CH:19][CH:20]=[CH:21][CH:22]=2)[O:17][C:4]2([CH2:9][CH2:8][N:7]([C:10]([O:12][C:13]([CH3:16])([CH3:15])[CH3:14])=[O:11])[CH2:6][CH2:5]2)[CH2:3]1.[BH4-].[Na+]. Product: [OH:1][CH:2]1[C:23]2[C:18](=[CH:19][CH:20]=[CH:21][CH:22]=2)[O:17][C:4]2([CH2:9][CH2:8][N:7]([C:10]([O:12][C:13]([CH3:16])([CH3:15])[CH3:14])=[O:11])[CH2:6][CH2:5]2)[CH2:3]1. The catalyst class is: 14. (8) Reactant: [Br:1][C:2]1[CH:10]=[CH:9][C:5]([C:6](O)=[O:7])=[CH:4][CH:3]=1.C(Cl)(=O)C([Cl:14])=O.CN(C=O)C. Product: [Br:1][C:2]1[CH:10]=[CH:9][C:5]([C:6]([Cl:14])=[O:7])=[CH:4][CH:3]=1. The catalyst class is: 2. (9) Reactant: [F:1][C:2]1[C:3](=[O:40])[N:4]([CH2:25]/[CH:26]=[C:27](\[CH3:39])/[CH2:28][CH2:29]/[CH:30]=[C:31](\[CH3:38])/[CH2:32][CH2:33][CH:34]=[C:35]([CH3:37])[CH3:36])[C:5](=[O:24])[N:6]([C@H:8]2[C@H:15]3[C@H:11]([O:12][C:13]([CH2:19][CH2:20][CH3:21])([CH2:16][CH2:17][CH3:18])[O:14]3)[C@@H:10]([CH2:22][OH:23])[O:9]2)[CH:7]=1.C(N(C(C)C)C(C)C)C.Cl[P:51]([O:59][CH2:60][CH2:61][C:62]#[N:63])[N:52]([CH:56]([CH3:58])[CH3:57])[CH:53]([CH3:55])[CH3:54]. Product: [CH:56]([N:52]([CH:53]([CH3:55])[CH3:54])[P:51]([O:23][CH2:22][C@@H:10]1[C@@H:11]2[C@@H:15]([O:14][C:13]([CH2:19][CH2:20][CH3:21])([CH2:16][CH2:17][CH3:18])[O:12]2)[C@H:8]([N:6]2[CH:7]=[C:2]([F:1])[C:3](=[O:40])[N:4]([CH2:25]/[CH:26]=[C:27](\[CH3:39])/[CH2:28][CH2:29]/[CH:30]=[C:31](\[CH3:38])/[CH2:32][CH2:33][CH:34]=[C:35]([CH3:37])[CH3:36])[C:5]2=[O:24])[O:9]1)[O:59][CH2:60][CH2:61][C:62]#[N:63])([CH3:58])[CH3:57]. The catalyst class is: 61.